This data is from Reaction yield outcomes from USPTO patents with 853,638 reactions. The task is: Predict the reaction yield, written as a fraction of the theoretical maximum amount of product (1.0 means a 100% yield; for example, 0.34 means a 34% yield). (1) The reactants are [CH2:1]([O:3][C:4]([C:6]1[C:7](=[O:21])[O:8][C:9]2[C:14]([CH:15]=1)=[C:13]([CH3:16])[CH:12]=[C:11]([O:17][CH2:18][O:19][CH3:20])[CH:10]=2)=[O:5])[CH3:2].C1C(=O)N([Br:29])C(=O)C1.CC(N=NC(C#N)(C)C)(C#N)C. The catalyst is C(Cl)(Cl)(Cl)Cl. The product is [CH2:1]([O:3][C:4]([C:6]1[C:7](=[O:21])[O:8][C:9]2[C:14]([CH:15]=1)=[C:13]([CH2:16][Br:29])[CH:12]=[C:11]([O:17][CH2:18][O:19][CH3:20])[CH:10]=2)=[O:5])[CH3:2]. The yield is 0.520. (2) The reactants are [C:1]1([C:7]2([C:17]3[CH:22]=[CH:21][CH:20]=[CH:19][CH:18]=3)[CH:11]3[CH2:12][NH:13][CH2:14][CH2:15][N:10]3[C:9](=[O:16])[O:8]2)[CH:6]=[CH:5][CH:4]=[CH:3][CH:2]=1.[C:23]1([N:29]=[C:30]=[O:31])[CH:28]=[CH:27][CH:26]=[CH:25][CH:24]=1. The catalyst is C1(C)C=CC=CC=1. The product is [O:16]=[C:9]1[N:10]2[CH2:15][CH2:14][N:13]([C:30]([NH:29][C:23]3[CH:28]=[CH:27][CH:26]=[CH:25][CH:24]=3)=[O:31])[CH2:12][CH:11]2[C:7]([C:1]2[CH:6]=[CH:5][CH:4]=[CH:3][CH:2]=2)([C:17]2[CH:18]=[CH:19][CH:20]=[CH:21][CH:22]=2)[O:8]1. The yield is 0.990. (3) The reactants are [CH2:1]([O:3][CH2:4][CH2:5][N:6]([S:19]([C:22]1[S:23][CH:24]=[CH:25][CH:26]=1)(=[O:21])=[O:20])[C:7]1[CH:8]=[CH:9][CH:10]=[C:11]2[C:15]=1[NH:14][C:13]([C:16]([NH2:18])=O)=[CH:12]2)[CH3:2].COC1C=CC(P2(SP(C3C=CC(OC)=CC=3)(=S)S2)=[S:36])=CC=1. The catalyst is O1CCCC1. The product is [CH2:1]([O:3][CH2:4][CH2:5][N:6]([S:19]([C:22]1[S:23][CH:24]=[CH:25][CH:26]=1)(=[O:21])=[O:20])[C:7]1[CH:8]=[CH:9][CH:10]=[C:11]2[C:15]=1[NH:14][C:13]([C:16](=[S:36])[NH2:18])=[CH:12]2)[CH3:2]. The yield is 0.580. (4) The catalyst is C1(C)C=CC=CC=1. The yield is 0.760. The reactants are [CH3:1][C:2](C)([O-])C.[K+].[Br-].[Cl:8][C:9]1[C:14]([CH2:15][P+](C2C=CC=CC=2)(C2C=CC=CC=2)C2C=CC=CC=2)=[CH:13][CH:12]=[CH:11][N:10]=1.[F:35][C:36]1[CH:46]=[CH:45][C:39]([C:40]([C:42]([O-:44])=[O:43])=O)=[CH:38][CH:37]=1.C(OCC)(=O)C. The product is [Cl:8][C:9]1[C:14]([CH:15]=[C:40]([C:39]2[CH:45]=[CH:46][C:36]([F:35])=[CH:37][CH:38]=2)[C:42]([O:44][CH2:1][CH3:2])=[O:43])=[CH:13][CH:12]=[CH:11][N:10]=1. (5) The reactants are [N+](C1C=C(C2[NH:14][C:13]3[CH:15]=[CH:16][C:17]([C:19](N)=[O:20])=[CH:18][C:12]=3N=2)C=CC=1)([O-])=O.NC1C=CC(C=O)=CC=1.N1C=CC=CC=1.[Cl:37][C:38]1[CH:39]=[C:40]([S:45](Cl)(=[O:47])=[O:46])[CH:41]=[CH:42][C:43]=1[Cl:44]. The catalyst is C(Cl)Cl. The product is [Cl:37][C:38]1[CH:39]=[C:40]([S:45]([NH:14][C:13]2[CH:12]=[CH:18][C:17]([CH:19]=[O:20])=[CH:16][CH:15]=2)(=[O:46])=[O:47])[CH:41]=[CH:42][C:43]=1[Cl:44]. The yield is 0.720. (6) The reactants are C([Li])CCC.Br[C:7]1[CH:12]=[CH:11][C:10]([F:13])=[CH:9][CH:8]=1.[F:14][C:15]([F:22])([F:21])[C:16](OCC)=[O:17].[N+:23]([CH3:26])([O-])=O.Cl. The catalyst is O1CCCC1.C(O)C.[C].[Pd]. The product is [NH2:23][CH2:26][C:16]([C:7]1[CH:12]=[CH:11][C:10]([F:13])=[CH:9][CH:8]=1)([OH:17])[C:15]([F:22])([F:21])[F:14]. The yield is 0.680. (7) The reactants are [OH:1][CH:2]1[C:6](=O)[N:5]([C@@H:8]([C:10]2[CH:15]=[CH:14][CH:13]=[CH:12][CH:11]=2)[CH3:9])[CH2:4][C@@:3]1([CH3:23])[C:16]([O:18][C:19]([CH3:22])([CH3:21])[CH3:20])=[O:17].B.O.C(O)C. The catalyst is O1CCCC1.C(N(CC)CC)C. The product is [OH:1][CH:2]1[CH2:6][N:5]([C@@H:8]([C:10]2[CH:11]=[CH:12][CH:13]=[CH:14][CH:15]=2)[CH3:9])[CH2:4][C@@:3]1([CH3:23])[C:16]([O:18][C:19]([CH3:22])([CH3:21])[CH3:20])=[O:17]. The yield is 0.531.